This data is from Human liver microsome stability data. The task is: Regression/Classification. Given a drug SMILES string, predict its absorption, distribution, metabolism, or excretion properties. Task type varies by dataset: regression for continuous measurements (e.g., permeability, clearance, half-life) or binary classification for categorical outcomes (e.g., BBB penetration, CYP inhibition). Dataset: hlm. (1) The molecule is CS(=O)(=O)N1CCc2c(-c3cnc(N)nc3)nc(N3CCOCC3)nc21. The result is 0 (unstable in human liver microsomes). (2) The result is 0 (unstable in human liver microsomes). The molecule is CCc1cnc2c(C(F)(F)F)cccc2c1-c1cccc(-c2cccc(S(C)(=O)=O)c2)c1. (3) The drug is CCS(=O)(=O)c1cccc(-c2cccc(-c3ccnc4c(C(F)(F)F)cccc34)c2)c1. The result is 0 (unstable in human liver microsomes). (4) The compound is COc1cccc(OC)c1-c1cc(C(=O)N[C@@H](CCC2CCCCC2)CC(=O)NC2CCC2)nn1CC(C)C. The result is 1 (stable in human liver microsomes).